Dataset: Peptide-MHC class I binding affinity with 185,985 pairs from IEDB/IMGT. Task: Regression. Given a peptide amino acid sequence and an MHC pseudo amino acid sequence, predict their binding affinity value. This is MHC class I binding data. (1) The peptide sequence is DSPIGPIML. The binding affinity (normalized) is 0.0847. The MHC is HLA-A01:01 with pseudo-sequence HLA-A01:01. (2) The peptide sequence is AYSSWMYSY. The MHC is HLA-B40:02 with pseudo-sequence HLA-B40:02. The binding affinity (normalized) is 0. (3) The peptide sequence is VILYFMYRK. The MHC is HLA-A26:01 with pseudo-sequence HLA-A26:01. The binding affinity (normalized) is 0.0847. (4) The peptide sequence is KASTISWMM. The MHC is HLA-A02:06 with pseudo-sequence HLA-A02:06. The binding affinity (normalized) is 0.383. (5) The peptide sequence is KTTLFHTFK. The MHC is HLA-A69:01 with pseudo-sequence HLA-A69:01. The binding affinity (normalized) is 0.0847. (6) The peptide sequence is QAHMGIAGL. The MHC is HLA-A24:03 with pseudo-sequence HLA-A24:03. The binding affinity (normalized) is 0.0847. (7) The peptide sequence is DTTQIIKLLPF. The MHC is HLA-A24:02 with pseudo-sequence HLA-A24:02. The binding affinity (normalized) is 0.0405.